Dataset: Full USPTO retrosynthesis dataset with 1.9M reactions from patents (1976-2016). Task: Predict the reactants needed to synthesize the given product. Given the product [Cl:1][C:2]1[CH:3]=[CH:4][C:5]([C:8]2[N:12]([S:21]([C:15]3[CH:20]=[CH:19][CH:18]=[CH:17][CH:16]=3)(=[O:23])=[O:22])[CH:11]=[CH:10][N:9]=2)=[CH:6][CH:7]=1, predict the reactants needed to synthesize it. The reactants are: [Cl:1][C:2]1[CH:7]=[CH:6][C:5]([C:8]2[NH:9][CH:10]=[CH:11][N:12]=2)=[CH:4][CH:3]=1.[H-].[Na+].[C:15]1([S:21](Cl)(=[O:23])=[O:22])[CH:20]=[CH:19][CH:18]=[CH:17][CH:16]=1.